From a dataset of Full USPTO retrosynthesis dataset with 1.9M reactions from patents (1976-2016). Predict the reactants needed to synthesize the given product. (1) The reactants are: Br[CH2:2][C:3]1[CH:8]=[CH:7][CH:6]=[CH:5][C:4]=1[C:9]([F:12])([F:11])[F:10].BrCC1CCCCO1.[NH:21]1[C:29]2[C:24](=[CH:25][CH:26]=[CH:27][CH:28]=2)[C@:23]2([C:41]3[C:32](=[CH:33][C:34]4[O:39][CH2:38][CH2:37][O:36][C:35]=4[CH:40]=3)[O:31][CH2:30]2)[C:22]1=[O:42]. Given the product [F:10][C:9]([F:12])([F:11])[C:4]1[CH:5]=[CH:6][CH:7]=[CH:8][C:3]=1[CH2:2][N:21]1[C:29]2[C:24](=[CH:25][CH:26]=[CH:27][CH:28]=2)[C@:23]2([C:41]3[C:32](=[CH:33][C:34]4[O:39][CH2:38][CH2:37][O:36][C:35]=4[CH:40]=3)[O:31][CH2:30]2)[C:22]1=[O:42], predict the reactants needed to synthesize it. (2) Given the product [C:22]([C:21]1[CH:20]=[CH:19][C:18]([CH:16]2[C:15]3[C:14](=[O:26])[CH2:13][CH2:12][CH2:11][C:10]=3[N:9]([C:27]3[CH:32]=[CH:31][CH:30]=[C:29]([C:33]([F:36])([F:34])[F:35])[CH:28]=3)[C:8](=[O:7])[N:17]2[CH:38]([CH3:43])[C:39]([O:41][CH3:42])=[O:40])=[CH:25][CH:24]=1)#[N:23], predict the reactants needed to synthesize it. The reactants are: C(=O)([O-])[O-].[Cs+].[Cs+].[O:7]=[C:8]1[NH:17][CH:16]([C:18]2[CH:25]=[CH:24][C:21]([C:22]#[N:23])=[CH:20][CH:19]=2)[C:15]2[C:14](=[O:26])[CH2:13][CH2:12][CH2:11][C:10]=2[N:9]1[C:27]1[CH:32]=[CH:31][CH:30]=[C:29]([C:33]([F:36])([F:35])[F:34])[CH:28]=1.Br[CH:38]([CH3:43])[C:39]([O:41][CH3:42])=[O:40].O. (3) Given the product [CH:12]([C:2]1[CH:11]=[CH:10][C:9]2[CH2:8][CH2:7][CH2:6][CH2:5][C:4]=2[N:3]=1)=[CH2:13], predict the reactants needed to synthesize it. The reactants are: Cl[C:2]1[CH:11]=[CH:10][C:9]2[CH2:8][CH2:7][CH2:6][CH2:5][C:4]=2[N:3]=1.[CH:12]([Sn](CCCC)(CCCC)CCCC)=[CH2:13]. (4) Given the product [CH:24]1([NH:23][C:21]([C:16]2[CH:15]=[C:14]([C:11]3[CH:12]=[CH:13][C:8]([C:6]4[O:7][C:3]([CH2:2][N:23]([CH2:24][CH3:25])[CH2:21][CH3:16])=[N:4][N:5]=4)=[CH:9][CH:10]=3)[C:19]([CH3:20])=[CH:18][CH:17]=2)=[O:22])[CH2:26][CH2:25]1, predict the reactants needed to synthesize it. The reactants are: Cl[CH2:2][C:3]1[O:7][C:6]([C:8]2[CH:13]=[CH:12][C:11]([C:14]3[C:19]([CH3:20])=[CH:18][CH:17]=[C:16]([C:21]([NH:23][CH:24]4[CH2:26][CH2:25]4)=[O:22])[CH:15]=3)=[CH:10][CH:9]=2)=[N:5][N:4]=1.[I-].[K+].